Dataset: Full USPTO retrosynthesis dataset with 1.9M reactions from patents (1976-2016). Task: Predict the reactants needed to synthesize the given product. (1) Given the product [Br:1][C:2]1[CH:24]=[CH:23][C:5]2[N:6]=[C:7]([NH:9][C:10]3[CH:15]=[C:14]([CH2:16][O:17][CH3:18])[N:13]=[C:12]([NH:34][C@H:35]4[CH2:40][CH2:39][C@H:38]([OH:41])[CH2:37][CH2:36]4)[N:11]=3)[S:8][C:4]=2[CH:3]=1, predict the reactants needed to synthesize it. The reactants are: [Br:1][C:2]1[CH:24]=[CH:23][C:5]2[N:6]=[C:7]([NH:9][C:10]3[CH:15]=[C:14]([CH2:16][O:17][CH3:18])[N:13]=[C:12](S(C)(=O)=O)[N:11]=3)[S:8][C:4]=2[CH:3]=1.C(N(C(C)C)CC)(C)C.[NH2:34][C@H:35]1[CH2:40][CH2:39][C@H:38]([OH:41])[CH2:37][CH2:36]1.O. (2) Given the product [CH3:18][O:17][C:12]1[CH:13]=[C:14]2[C:9](=[CH:10][CH:11]=1)[N:8]=[CH:7][C:6]1[O:5][CH2:4][CH:3]([CH2:2][N:26]3[CH2:27][CH2:28][CH:29]([CH2:32][NH:33][C:45]([C:42]4[CH:43]=[CH:44][C:38]5[S:37][CH2:36][C:35](=[O:34])[NH:40][C:39]=5[CH:41]=4)=[O:46])[CH2:30][CH2:31]3)[CH2:16][C:15]2=1, predict the reactants needed to synthesize it. The reactants are: Br[CH2:2][CH:3]1[CH2:16][C:15]2[C:14]3[C:9](=[CH:10][CH:11]=[C:12]([O:17][CH3:18])[CH:13]=3)[N:8]=[CH:7][C:6]=2[O:5][CH2:4]1.C(OC([N:26]1[CH2:31][CH2:30][CH:29]([CH2:32][NH2:33])[CH2:28][CH2:27]1)=O)(C)(C)C.[O:34]=[C:35]1[NH:40][C:39]2[CH:41]=[C:42]([C:45](O)=[O:46])[CH:43]=[CH:44][C:38]=2[S:37][CH2:36]1.